This data is from Reaction yield outcomes from USPTO patents with 853,638 reactions. The task is: Predict the reaction yield, written as a fraction of the theoretical maximum amount of product (1.0 means a 100% yield; for example, 0.34 means a 34% yield). (1) The reactants are ClC1C=CC=CC=1CN1C(=O)C(CCCN2CCN(C)CC2)=CC(C2C=CC(F)=C(C)C=2)=N1.[F:34][C:35]1[CH:40]=[CH:39][C:38]([C:41]2[CH:42]=[C:43]([C:48]([O:50]C)=[O:49])[C:44](=[O:47])[NH:45][N:46]=2)=[CH:37][C:36]=1[CH3:52].CS(O[CH2:58][CH2:59][C:60]1[CH:65]=[CH:64][C:63]([Cl:66])=[CH:62][CH:61]=1)(=O)=O.FC1C=C(F)C=CC=1C1C=C(COS(C)(=O)=O)C(=O)N(CC(C)C)N=1. No catalyst specified. The product is [C:48]([C:43]1[C:44](=[O:47])[N:45]([CH2:58][CH2:59][C:60]2[CH:65]=[CH:64][C:63]([Cl:66])=[CH:62][CH:61]=2)[N:46]=[C:41]([C:38]2[CH:39]=[CH:40][C:35]([F:34])=[C:36]([CH3:52])[CH:37]=2)[CH:42]=1)([OH:50])=[O:49]. The yield is 0.563. (2) The reactants are [CH3:1][O:2][C:3]1[CH:8]=[CH:7][C:6]([NH:9][C:10]2[C:19]3[C:14](=[CH:15][CH:16]=[C:17]([C:20](=[O:23])[NH:21][CH3:22])[CH:18]=3)[N:13]=[CH:12][C:11]=2[C:24]([OH:26])=[O:25])=[CH:5][CH:4]=1.[CH:27]1C=CC2N(O)N=NC=2C=1. The catalyst is CN(C1C=CN=CC=1)C.CO. The product is [CH3:1][O:2][C:3]1[CH:8]=[CH:7][C:6]([NH:9][C:10]2[C:19]3[C:14](=[CH:15][CH:16]=[C:17]([C:20](=[O:23])[NH:21][CH3:22])[CH:18]=3)[N:13]=[CH:12][C:11]=2[C:24]([O:26][CH3:27])=[O:25])=[CH:5][CH:4]=1. The yield is 0.600. (3) The reactants are [C:1](/[CH:3]=[CH:4]/[S:5]([C:8]1[CH:13]=[CH:12][C:11]([C:14]([CH3:19])([CH3:18])[C:15]([OH:17])=O)=[CH:10][CH:9]=1)(=[O:7])=[O:6])#[N:2].[O:20]1[CH2:25][CH2:24][CH:23]([NH2:26])[CH2:22][CH2:21]1.Cl.CN(C)CCCN=C=NCC.ON1C2C=CC=CC=2N=N1.C(=O)(O)[O-].[Na+]. The catalyst is O1CCCC1. The product is [C:1](/[CH:3]=[CH:4]/[S:5]([C:8]1[CH:9]=[CH:10][C:11]([C:14]([CH3:19])([CH3:18])[C:15]([NH:26][CH:23]2[CH2:24][CH2:25][O:20][CH2:21][CH2:22]2)=[O:17])=[CH:12][CH:13]=1)(=[O:6])=[O:7])#[N:2]. The yield is 0.350. (4) The reactants are [O:1]1[CH:5]=[CH:4][CH:3]=[C:2]1/[CH:6]=[CH:7]/[C:8]([C:10]1[S:11][CH:12]=[CH:13][CH:14]=1)=O.C1(C=CC(C2C=CC=CC=2)=O)C=CC=CC=1.[C:31]([CH2:33][C:34]([NH2:36])=[S:35])#[N:32]. No catalyst specified. The product is [O:1]1[CH:5]=[CH:4][CH:3]=[C:2]1[C:6]1[NH:36][C:34](=[S:35])[C:33]([C:31]#[N:32])=[C:8]([C:10]2[S:11][CH:12]=[CH:13][CH:14]=2)[CH:7]=1. The yield is 0.220. (5) The yield is 0.970. The product is [Cl:1][C:2]1[CH:7]=[CH:6][C:5]([NH:8][C:9]([NH:11][C:12]2[CH:28]=[CH:27][C:15]([O:16][C:17]3[CH:22]=[CH:21][N:20]=[C:19]([C:23]([NH:34][NH2:35])=[O:25])[CH:18]=3)=[CH:14][CH:13]=2)=[O:10])=[CH:4][C:3]=1[C:29]([F:30])([F:32])[F:31]. The catalyst is CO.CCOC(C)=O. The reactants are [Cl:1][C:2]1[CH:7]=[CH:6][C:5]([NH:8][C:9]([NH:11][C:12]2[CH:28]=[CH:27][C:15]([O:16][C:17]3[CH:22]=[CH:21][N:20]=[C:19]([C:23]([O:25]C)=O)[CH:18]=3)=[CH:14][CH:13]=2)=[O:10])=[CH:4][C:3]=1[C:29]([F:32])([F:31])[F:30].O.[NH2:34][NH2:35]. (6) The reactants are C[O:2][C:3]1[CH:8]=[CH:7][C:6]([C:9](=[O:23])[CH2:10][CH2:11][C:12]2[NH:13][N:14]=[C:15]([C:17]3[CH:22]=[CH:21][N:20]=[CH:19][CH:18]=3)[N:16]=2)=[CH:5][CH:4]=1.Br. The catalyst is C(Cl)Cl.CO. The product is [OH:2][C:3]1[CH:8]=[CH:7][C:6]([C:9](=[O:23])[CH2:10][CH2:11][C:12]2[NH:13][N:14]=[C:15]([C:17]3[CH:18]=[CH:19][N:20]=[CH:21][CH:22]=3)[N:16]=2)=[CH:5][CH:4]=1. The yield is 0.650. (7) The reactants are [C:1]([C:3]1[CH:8]=[CH:7][CH:6]=[CH:5][N:4]=1)#[N:2].[Na].[Cl:10][C:11]1[CH:12]=[C:13]([CH:18]=[CH:19][CH:20]=1)[C:14]([NH:16][NH2:17])=O. The catalyst is CO. The product is [N:4]1[CH:5]=[CH:6][CH:7]=[CH:8][C:3]=1[C:1]1[N:2]=[C:14]([C:13]2[CH:18]=[CH:19][CH:20]=[C:11]([Cl:10])[CH:12]=2)[NH:16][N:17]=1. The yield is 0.110. (8) The reactants are [C:1]([CH:9]1[CH2:13][O:12][C:11](=[O:14])[CH2:10]1)(=O)[C:2]1[CH:7]=[CH:6][CH:5]=[CH:4][CH:3]=1. The catalyst is CO.[Pd](Cl)Cl. The product is [CH2:1]([CH:9]1[CH2:13][O:12][C:11](=[O:14])[CH2:10]1)[C:2]1[CH:7]=[CH:6][CH:5]=[CH:4][CH:3]=1. The yield is 0.340.